Dataset: Full USPTO retrosynthesis dataset with 1.9M reactions from patents (1976-2016). Task: Predict the reactants needed to synthesize the given product. (1) Given the product [CH3:10][O:9][C:7]([CH:4]1[CH2:5][CH2:6][CH:1]([C:11]([OH:13])=[O:12])[CH2:2][CH2:3]1)=[O:8], predict the reactants needed to synthesize it. The reactants are: [CH:1]1([C:11]([O:13]C)=[O:12])[CH2:6][CH2:5][CH:4]([C:7]([O:9][CH3:10])=[O:8])[CH2:3][CH2:2]1.[OH-].[Ba+2].[OH-]. (2) The reactants are: [NH2:1][C:2]1[CH:10]=[CH:9][CH:8]=[C:7]([O:11][CH3:12])[C:3]=1[C:4]([OH:6])=O.N1[CH:17]=[CH:16]N=C1.C(Cl)(=O)C.Cl.[NH2:23][CH:24]1[CH2:29][CH2:28][C:27](=[O:30])[NH:26][C:25]1=[O:31].P(OC1C=CC=CC=1)(OC1C=CC=CC=1)OC1C=CC=CC=1. Given the product [CH3:12][O:11][C:7]1[CH:8]=[CH:9][CH:10]=[C:2]2[C:3]=1[C:4](=[O:6])[N:23]([CH:24]1[CH2:29][CH2:28][C:27](=[O:30])[NH:26][C:25]1=[O:31])[C:16]([CH3:17])=[N:1]2, predict the reactants needed to synthesize it. (3) Given the product [N+:8]([C:6]1[CH:5]=[CH:4][C:3]([N:11]2[CH2:16][CH2:15][O:14][CH2:13][C:12]2=[O:18])=[C:2]([F:1])[CH:7]=1)([O-:10])=[O:9], predict the reactants needed to synthesize it. The reactants are: [F:1][C:2]1[CH:7]=[C:6]([N+:8]([O-:10])=[O:9])[CH:5]=[CH:4][C:3]=1[N:11]1[CH2:16][CH2:15][O:14][CH2:13][CH2:12]1.[Mn]([O-])(=O)(=O)=[O:18].[K+].[O-]S([O-])=O.[Na+].[Na+]. (4) Given the product [CH3:25][C:15]1([N:12]2[CH2:13][CH2:14][CH:9]([N:8]3[C@H:3]4[CH2:4][CH2:5][CH2:6][CH2:7][C@@H:2]4[NH:1][C:26]3=[O:27])[CH2:10][CH2:11]2)[CH2:19][CH2:18][N:17]([C:20]([O:22][CH2:23][CH3:24])=[O:21])[CH2:16]1, predict the reactants needed to synthesize it. The reactants are: [NH2:1][C@H:2]1[CH2:7][CH2:6][CH2:5][CH2:4][C@@H:3]1[NH:8][CH:9]1[CH2:14][CH2:13][N:12]([C:15]2([CH3:25])[CH2:19][CH2:18][N:17]([C:20]([O:22][CH2:23][CH3:24])=[O:21])[CH2:16]2)[CH2:11][CH2:10]1.[C:26](N1C=CN=C1)(N1C=CN=C1)=[O:27].